Dataset: Catalyst prediction with 721,799 reactions and 888 catalyst types from USPTO. Task: Predict which catalyst facilitates the given reaction. Reactant: C(OC(=O)[NH:7][C:8]1[CH:13]=[C:12]([O:14][CH2:15][CH3:16])[C:11]([Cl:17])=[CH:10][C:9]=1[NH:18][C:19](=[O:36])[CH2:20][C:21]([C:23]1[CH:28]=[CH:27][CH:26]=[C:25]([C:29]2[CH:34]=[CH:33][N:32]=[C:31]([CH3:35])[CH:30]=2)[CH:24]=1)=O)(C)(C)C.C(O)(C(F)(F)F)=O. Product: [Cl:17][C:11]1[C:12]([O:14][CH2:15][CH3:16])=[CH:13][C:8]2[N:7]=[C:21]([C:23]3[CH:28]=[CH:27][CH:26]=[C:25]([C:29]4[CH:34]=[CH:33][N:32]=[C:31]([CH3:35])[CH:30]=4)[CH:24]=3)[CH2:20][C:19](=[O:36])[NH:18][C:9]=2[CH:10]=1. The catalyst class is: 2.